From a dataset of Peptide-MHC class II binding affinity with 134,281 pairs from IEDB. Regression. Given a peptide amino acid sequence and an MHC pseudo amino acid sequence, predict their binding affinity value. This is MHC class II binding data. (1) The peptide sequence is DVKFPGGGQIFGGVY. The MHC is HLA-DQA10501-DQB10301 with pseudo-sequence HLA-DQA10501-DQB10301. The binding affinity (normalized) is 0.767. (2) The peptide sequence is LLNAKFFHMNIYECK. The MHC is HLA-DQA10102-DQB10602 with pseudo-sequence HLA-DQA10102-DQB10602. The binding affinity (normalized) is 0.392. (3) The peptide sequence is ASVGKMIDGIGRFYI. The MHC is DRB1_0701 with pseudo-sequence DRB1_0701. The binding affinity (normalized) is 0.180. (4) The peptide sequence is AVIRGKKGAGGITIK. The MHC is DRB3_0202 with pseudo-sequence DRB3_0202. The binding affinity (normalized) is 0. (5) The peptide sequence is KEAISPPDAASAAPL. The MHC is DRB1_1501 with pseudo-sequence DRB1_1501. The binding affinity (normalized) is 0.345. (6) The peptide sequence is EKPGNRNPYENLLYK. The MHC is DRB1_0301 with pseudo-sequence DRB1_0301. The binding affinity (normalized) is 0.0644. (7) The binding affinity (normalized) is 0.221. The MHC is DRB1_0301 with pseudo-sequence DRB1_0301. The peptide sequence is VSSKRNLADAVSKAP. (8) The peptide sequence is IIEECEHLEDGIYGI. The MHC is HLA-DQA10201-DQB10402 with pseudo-sequence HLA-DQA10201-DQB10402. The binding affinity (normalized) is 0.169. (9) The peptide sequence is APEVKYTVFETALKK. The MHC is HLA-DPA10201-DPB10101 with pseudo-sequence HLA-DPA10201-DPB10101. The binding affinity (normalized) is 0.830. (10) The peptide sequence is DKELYPLASLRSLFG. The MHC is DRB1_0401 with pseudo-sequence DRB1_0401. The binding affinity (normalized) is 0.702.